The task is: Binary Classification. Given two protein amino acid sequences, predict whether they physically interact or not.. This data is from Human Reference Interactome with 51,813 positive PPI pairs across 8,248 proteins, plus equal number of experimentally-validated negative pairs. (1) Protein 1 (ENSG00000129691) has sequence MAAAGAGPGQEAGAGPGPGAVANATGAEEGEMKPVAAGAAAPPGEGISAAPTVEPSSGEAEGGEANLVDVSGGLETESSNGKDTLEGAGDTSEVMDTQAGSVDEENGRQLGEVELQCGICTKWFTADTFGIDTSSCLPFMTNYSFHCNVCHHSGNTYFLRKQANLKEMCLSALANLTWQSRTQDEHPKTMFSKDKDIIPFIDKYWECMTTRQRPGKMTWPNNIVKTMSKERDVFLVKEHPDPGSKDPEEDYPKFGLLDQDLSNIGPAYDNQKQSSAVSTSGNLNGGIAAGSSGKGRGAKR.... Protein 2 (ENSG00000083635) has sequence MAEPTSDFETPIGWHASPELTPTLGPLSDTAPPRDSWMFWAMLPPPPPPLTSSLPAAGSKPSSESQPPMEAQSLPGAPPPFDAQILPGAQPPFDAQSPLDSQPQPSGQPWNFHASTSWYWRQSSDRFPRHQKSFNPAVKNSYYPRKYDAKFTDFSLPPSRKQKKKKRKEPVFHFFCDTCDRGFKNQEKYDKHMSEHTKCPELDCSFTAHEKIVQFHWRNMHAPGMKKIKLDTPEEIARWREERRKNYPTLANIERKKKLKLEKEKRGAVLTTTQYGKMKGMSRHSQMAKIRSPGKNHKWK.... Result: 0 (the proteins do not interact). (2) Protein 1 (ENSG00000118922) has sequence MNIHMKRKTIKNINTFENRMLMLDGMPAVRVKTELLESEQGSPNVHNYPDMEAVPLLLNNVKGEPPEDSLSVDHFQTQTEPVDLSINKARTSPTAVSSSPVSMTASASSPSSTSTSSSSSSRLASSPTVITSVSSASSSSTVLTPGPLVASASGVGGQQFLHIIHPVPPSSPMNLQSNKLSHVHRIPVVVQSVPVVYTAVRSPGNVNNTIVVPLLEDGRGHGKAQMDPRGLSPRQSKSDSDDDDLPNVTLDSVNETGSTALSIARAVQEVHPSPVSRVRGNRMNNQKFPCSISPFSIEST.... Protein 2 (ENSG00000126259) has sequence MLRMRVPALLVLLFCFRGRAGPSPHFLQQPEDLVVLLGEEARLPCALGAYWGLVQWTKSGLALGGQRDLPGWSRYWISGNAANGQHDLHIRPVELEDEASYECQATQAGLRSRPAQLHVLVPPEAPQVLGGPSVSLVAGVPANLTCRSRGDARPTPELLWFRDGVLLDGATFHQTLLKEGTPGSVESTLTLTPFSHDDGATFVCRARSQALPTGRDTAITLSLQYPPEVTLSASPHTVQEGEKVIFLCQATAQPPVTGYRWAKGGSPVLGARGPRLEVVADASFLTEPVSCEVSNAVGSA.... Result: 0 (the proteins do not interact). (3) Protein 1 (ENSG00000145107) has sequence MVSSPCTQASSRTCSRILGLSLGTAALFAAGANVALLLPNWDVTYLLRGLLGRHAMLGTGLWGGGLMVLTAAILISLMGWRYGCFSKSGLCRSVLTALLSGGLALLGALICFVTSGVALKDGPFCMFDVSSFNQTQAWKYGYPFKDLHSRNYLYDRSLWNSVCLEPSAAVVWHVSLFSALLCISLLQLLLVVVHVINSLLGLFCSLCEK*XQTQAWKYGYPFKDLHRIICMTVRSGTPSAWSPLQLLSGTCPSSPPFCASACSSFSWWSFMSSTASWAFSAASARSDRQNLHLQAWVFSS.... Protein 2 (ENSG00000112115) has sequence MTPGKTSLVSLLLLLSLEAIVKAGITIPRNPGCPNSEDKNFPRTVMVNLNIHNRNTNTNPKRSSDYYNRSTSPWNLHRNEDPERYPSVIWEAKCRHLGCINADGNVDYHMNSVPIQQEILVLRREPPHCPNSFRLEKILVSVGCTCVTPIVHHVA*. Result: 0 (the proteins do not interact). (4) Protein 1 (ENSG00000070366) has sequence MAEGLERVRISASELRGILATLAPQAGSRENMKELKEARPRKDNRRPDLEIYKPGLSRLRNKPKIKEPPGSEEFKDEIVNDRDCSAVENGTQPVKDVCKELNNQEQNGPIDPENNRGQESFPRTAGQEDRSLKIIKRTKKPDLQIYQPGRRLQTVSKESASRVEEEEVLNQVEQLRVEEDECRGNVAKEEVANKPDRAEIEKSPGGGRVGAAKGEKGKRMGKGEGVRETHDDPARGRPGSAKRYSRSDKRRNRYRTRSTSSAGSNNSAEGAGLTDNGCRRRRQDRTKERPRLKKQVSVSS.... Protein 2 (ENSG00000181896) has sequence MDSVAFEDVAVNFTQEEWALLSPSQKNLYRDVTLETFRNLASVGIQWKDQDIENLYQNLGIKLRSLVERLCGRKEGNEHRETFSQIPDCHLNKKSQTGVKPCKCSVCGKVFLRHSFLDRHMRAHAGHKRSECGGEWRETPRKQKQHGKASISPSSGARRTVTPTRKRPYECKVCGKAFNSPNLFQIHQRTHTGKRSYKCREIVRAFTVSSFFRKHGKMHTGEKRYECKYCGKPIDYPSLFQIHVRTHTGEKPYKCKQCGKAFISAGYLRTHEIRSHALEKSHQCQECGKKLSCSSSLHRH.... Result: 0 (the proteins do not interact). (5) Protein 1 (ENSG00000136810) has sequence MVKQIESKTAFQEALDAAGDKLVVVDFSATWCGPCKMIKPFFHDVASECEVKCMPTFQFFKKGQKVGEFSGANKEKLEATINELV*MVKQIESKTAFQEALDAAGDKLVVVDFSATWCGPCKMIKPFFHSLSEKYSNVIFLEVDVDDCQDVASECEVKCMPTFQFFKKGQKVGEFSGANKEKLEATINELV*. Protein 2 (ENSG00000186416) has sequence MEKILQMAEGIDIGEMPSYDLVLSKPSKGQKRHLSTCDGQNPPKKQAGSKFHARPRFEPVHFVASSSKDERQEDPYGPQTKEVNEQTHFASMPRDIYQDYTQDSFSIQDGNSQYCDSSGFILTKDQPVTANMYFDSGNPAPSTTSQQANSQSTPEPSPSQTFPESVVAEKQYFIEKLTATIWKNLSNPEMTSGSDKINYTYMLTRCIQACKTNPEYIYAPLKEIPPADIPKNKKLLTDGYACEVRCQNIYLTTGYAGSKNGSRDRATELAVKLLQKRIEVRVVRRKFKHTFGEDLVVCQI.... Result: 0 (the proteins do not interact). (6) Protein 1 (ENSG00000114978) has sequence MSFLFSSRSSKTFKPKKNIPEGSHQYELLKHAEATLGSGNLRQAVMLPEGEDLNEWIAVNTVDFFNQINMLYGTITEFCTEASCPVMSAGPRYEYHWADGTNIKKPIKCSAPKYIDYLMTWVQDQLDDETLFPSKIGVPFPKNFMSVAKTILKRLFRVYAHIYHQHFDSVMQLQEEAHLNTSFKHFIFFVQEFNLIDRRELAPLQELIEKLGSKDR*. Protein 2 (ENSG00000109756) has sequence MKPLAIPANHGVMGQQEKHSLPADFTKLHLTDSLHPQVTHVSSSHSGCSITSDSGSSSLSDIYQATESEAGDMDLSGLPETAVDSEDDDDEEDIERASDPLMSRDIVRDCLEKDPIDRTDDDIEQLLEFMHQLPAFANMTMSVRRELCAVMVFAVVERAGTIVLNDGEELDSWSVILNGSVEVTYPDGKAEILCMGNSFGVSPTMDKEYMKGVMRTKVDDCQFVCIAQQDYCRILNQVEKNMQKVEEEGEIVMVKEHRELDRTGTRKGHIVIKGTSERLTMHLVEEHSVVDPTFIEDFLL.... Result: 0 (the proteins do not interact). (7) Protein 1 (ENSG00000164252) has sequence MASEAPSPPRSPPPPTSPEPELAQLRRKVEKLERELRSCKRQVREIEKLLHHTERLYQNAESNNQELRTQVEELSKILQRGRNEDNKKSDVEVQTENHAPWSISDYFYQTYYNDVSLPNKVTELSDQQDQAIETSILNSKDHLQVENDAYPGTDRTENVKYRQVDHFASNSQEPASALATEDTSLEGSSLAESLRAAAEAAVSQTGFSYDENTGLYFDHSTGFYYDSENQLYYDPSTGIYYYCDVESGRYQFHSRVDLQPYPTSSTKQSKDKKLKKKRKDPDSSATNEEKDLNSEDQKAF.... Protein 2 (ENSG00000253958) has sequence MRTPVVMTLGMVLAPCGLLLNLTGTLAPGWRLVKGFLNQPVDVELYQGLWDMCREQSSRERECGQTDQWGYFEAQPVLVARALMVTSLAATVLGLLLASLGVRCWQDEPNFVLAGLSGVVLFVAGLLGLIPVSWYNHFLGDRDVLPAPASPVTVQVSYSLVLGYLGSCLLLLGGFSLALSFAPWCDERCRRRRKGPSAGPRRSSVSTIQVEWPEPDLAPAIKYYSDGQHRPPPAQHRKPKPKPKVGFPMPRPRPKAYTNSVDVLDGEGWESQDAPSCSTHPCDSSLPCDSDL*. Result: 0 (the proteins do not interact).